Dataset: Full USPTO retrosynthesis dataset with 1.9M reactions from patents (1976-2016). Task: Predict the reactants needed to synthesize the given product. (1) Given the product [CH3:14][O:15][C:16](=[O:25])[C:17]1[CH:22]=[CH:21][CH:20]=[C:19]([NH:23][C:11]([C:10]2[C:4]3[C:5](=[N:6][CH:7]=[C:2]([Br:1])[CH:3]=3)[NH:8][N:9]=2)=[O:13])[C:18]=1[NH2:24], predict the reactants needed to synthesize it. The reactants are: [Br:1][C:2]1[CH:3]=[C:4]2[C:10]([C:11]([OH:13])=O)=[N:9][NH:8][C:5]2=[N:6][CH:7]=1.[CH3:14][O:15][C:16](=[O:25])[C:17]1[CH:22]=[CH:21][CH:20]=[C:19]([NH2:23])[C:18]=1[NH2:24].CN(C(ON1N=NC2C=CC=NC1=2)=[N+](C)C)C.F[P-](F)(F)(F)(F)F.CCN(C(C)C)C(C)C. (2) Given the product [F:21][C:18]1[CH:19]=[CH:20][C:15]([N:12]2[CH2:11][CH2:10][C:9]([CH2:3][C:1]#[N:2])([CH3:22])[CH2:14][CH2:13]2)=[CH:16][CH:17]=1, predict the reactants needed to synthesize it. The reactants are: [C:1]([CH:3]([C:9]1([CH3:22])[CH2:14][CH2:13][N:12]([C:15]2[CH:20]=[CH:19][C:18]([F:21])=[CH:17][CH:16]=2)[CH2:11][CH2:10]1)C(OCC)=O)#[N:2].[Cl-].[Li+].